Task: Predict the reactants needed to synthesize the given product.. Dataset: Full USPTO retrosynthesis dataset with 1.9M reactions from patents (1976-2016) (1) The reactants are: CN.CO.Br[CH2:6][CH2:7][CH2:8][NH:9][C:10](=[O:20])[C:11]1[CH:16]=[CH:15][C:14]([N+:17]([O-:19])=[O:18])=[CH:13][CH:12]=1.[CH2:21]([N:23](CC)CC)C.[C:28](O[C:28]([O:30][C:31]([CH3:34])([CH3:33])[CH3:32])=[O:29])([O:30][C:31]([CH3:34])([CH3:33])[CH3:32])=[O:29]. Given the product [CH3:21][N:23]([CH2:6][CH2:7][CH2:8][NH:9][C:10](=[O:20])[C:11]1[CH:16]=[CH:15][C:14]([N+:17]([O-:19])=[O:18])=[CH:13][CH:12]=1)[C:28](=[O:29])[O:30][C:31]([CH3:34])([CH3:33])[CH3:32], predict the reactants needed to synthesize it. (2) Given the product [C:1]([C:3]([CH3:11])([CH3:10])[CH:4]([OH:9])[CH2:5][CH2:6][OH:7])#[N:2], predict the reactants needed to synthesize it. The reactants are: [C:1]([C:3]([CH3:11])([CH3:10])[CH:4]([OH:9])[CH2:5][C:6](O)=[O:7])#[N:2].Cl.C(OCC)(=O)C. (3) Given the product [ClH:34].[C:1]([N:4]1[CH2:13][CH2:12][C:11]2[C:6](=[CH:7][C:8]([C:14]3[CH:15]=[C:16]([C:20]4([C:28]5[CH:33]=[CH:32][CH:31]=[CH:30][CH:29]=5)[N:24]=[C:23]([NH2:25])[N:22]([CH3:26])[C:21]4=[O:27])[CH:17]=[CH:18][CH:19]=3)=[CH:9][CH:10]=2)[CH2:5]1)(=[O:3])[CH3:2], predict the reactants needed to synthesize it. The reactants are: [C:1]([N:4]1[CH2:13][CH2:12][C:11]2[C:6](=[CH:7][C:8]([C:14]3[CH:15]=[C:16]([C:20]4([C:28]5[CH:33]=[CH:32][CH:31]=[CH:30][CH:29]=5)[N:24]=[C:23]([NH2:25])[N:22]([CH3:26])[C:21]4=[O:27])[CH:17]=[CH:18][CH:19]=3)=[CH:9][CH:10]=2)[CH2:5]1)(=[O:3])[CH3:2].[ClH:34]. (4) Given the product [C:31]([C:27]1[CH:26]=[C:25]([CH:30]=[CH:29][CH:28]=1)[CH2:24][N:12]([C:13]1[CH:14]=[CH:15][C:16]([S:19](=[O:21])(=[O:20])[NH:22][CH3:23])=[CH:17][CH:18]=1)[CH:9]1[CH2:10][CH2:11][N:6]([CH:4]([CH3:5])[CH2:3][CH2:2][NH:1][C:40]([C:39]2[C:34]([CH3:33])=[N:35][CH:36]=[N:37][C:38]=2[CH3:43])=[O:41])[CH2:7][CH2:8]1)#[N:32], predict the reactants needed to synthesize it. The reactants are: [NH2:1][CH2:2][CH2:3][CH:4]([N:6]1[CH2:11][CH2:10][CH:9]([N:12]([CH2:24][C:25]2[CH:30]=[CH:29][CH:28]=[C:27]([C:31]#[N:32])[CH:26]=2)[C:13]2[CH:18]=[CH:17][C:16]([S:19]([NH:22][CH3:23])(=[O:21])=[O:20])=[CH:15][CH:14]=2)[CH2:8][CH2:7]1)[CH3:5].[CH3:33][C:34]1[C:39]([C:40](O)=[O:41])=[C:38]([CH3:43])[N:37]=[CH:36][N:35]=1. (5) Given the product [N+:1]([C:4]1[CH:5]=[C:6]([N:7]2[CH2:16][CH2:15][O:14][CH2:13][CH2:12]2)[CH:8]=[CH:9][CH:10]=1)([O-:3])=[O:2], predict the reactants needed to synthesize it. The reactants are: [N+:1]([C:4]1[CH:5]=[C:6]([CH:8]=[CH:9][CH:10]=1)[NH2:7])([O-:3])=[O:2].Br[CH2:12][CH2:13][O:14][CH2:15][CH2:16]Br.C(N(CC)C(C)C)(C)C. (6) Given the product [CH3:18][O:19][C:20]1[CH:21]=[C:22]2[C:27](=[CH:28][C:29]=1[O:30][CH3:31])[N:26]=[CH:25][CH:24]=[C:23]2[O:32][C:33]1[CH:39]=[CH:38][C:36]([NH:37][C:14]([C:10]2[C:9](=[O:17])[N:8]([C:5]3[CH:6]=[CH:7][C:2]([F:1])=[CH:3][CH:4]=3)[CH:13]=[CH:12][CH:11]=2)=[O:15])=[C:35]([F:40])[CH:34]=1, predict the reactants needed to synthesize it. The reactants are: [F:1][C:2]1[CH:7]=[CH:6][C:5]([N:8]2[CH:13]=[CH:12][CH:11]=[C:10]([C:14](Cl)=[O:15])[C:9]2=[O:17])=[CH:4][CH:3]=1.[CH3:18][O:19][C:20]1[CH:21]=[C:22]2[C:27](=[CH:28][C:29]=1[O:30][CH3:31])[N:26]=[CH:25][CH:24]=[C:23]2[O:32][C:33]1[CH:39]=[CH:38][C:36]([NH2:37])=[C:35]([F:40])[CH:34]=1.CCN(CC)CC. (7) Given the product [Cl:1][C:2]1[C:10]([C:11]2[CH:12]=[N:13][C:14]([C:19]([F:22])([F:21])[F:20])=[CH:15][C:16]=2[C:17]#[N:18])=[CH:9][C:5]([C:6]([NH:35][C:34]2[C:36]([CH3:40])=[CH:37][CH:38]=[CH:39][C:33]=2[CH3:32])=[O:7])=[C:4]([O:23][CH3:24])[CH:3]=1, predict the reactants needed to synthesize it. The reactants are: [Cl:1][C:2]1[C:10]([C:11]2[CH:12]=[N:13][C:14]([C:19]([F:22])([F:21])[F:20])=[CH:15][C:16]=2[C:17]#[N:18])=[CH:9][C:5]([C:6](Cl)=[O:7])=[C:4]([O:23][CH3:24])[CH:3]=1.C(N(CC)CC)C.[CH3:32][C:33]1[CH:39]=[CH:38][CH:37]=[C:36]([CH3:40])[C:34]=1[NH2:35]. (8) Given the product [Cl:25][C:26]1[CH:31]=[CH:30][CH:29]=[C:28]([Cl:32])[C:27]=1[C:33]1[C:37]([C:38]([NH:1][CH2:2][CH2:3][CH2:4][CH2:5][CH2:6][N:7]2[CH2:8][CH2:9][CH:10]([C:13]3[CH:18]=[CH:17][CH:16]=[C:15]([NH:19][C:20](=[O:24])[CH:21]([CH3:22])[CH3:23])[CH:14]=3)[CH2:11][CH2:12]2)=[O:39])=[C:36]([CH3:41])[O:35][N:34]=1, predict the reactants needed to synthesize it. The reactants are: [NH2:1][CH2:2][CH2:3][CH2:4][CH2:5][CH2:6][N:7]1[CH2:12][CH2:11][CH:10]([C:13]2[CH:14]=[C:15]([NH:19][C:20](=[O:24])[CH:21]([CH3:23])[CH3:22])[CH:16]=[CH:17][CH:18]=2)[CH2:9][CH2:8]1.[Cl:25][C:26]1[CH:31]=[CH:30][CH:29]=[C:28]([Cl:32])[C:27]=1[C:33]1[C:37]([C:38](Cl)=[O:39])=[C:36]([CH3:41])[O:35][N:34]=1. (9) Given the product [F:13][C:14]1[CH:20]=[CH:19][C:17]([NH:18][CH2:1][C:3]2[CH:4]=[C:5]([CH:10]=[CH:11][CH:12]=2)[C:6]([O:8][CH3:9])=[O:7])=[CH:16][CH:15]=1, predict the reactants needed to synthesize it. The reactants are: [CH:1]([C:3]1[CH:4]=[C:5]([CH:10]=[CH:11][CH:12]=1)[C:6]([O:8][CH3:9])=[O:7])=O.[F:13][C:14]1[CH:20]=[CH:19][C:17]([NH2:18])=[CH:16][CH:15]=1.C(O)(=O)C.C(O[BH-](OC(=O)C)OC(=O)C)(=O)C.[Na+]. (10) Given the product [I:1][C:2]1[CH:3]=[C:4]([CH:8]=[CH:9][C:10]=1[CH3:11])[C:5]([NH:21][C:18]1([C:13]2[CH:14]=[CH:15][CH:16]=[CH:17][N:12]=2)[CH2:20][CH2:19]1)=[O:7], predict the reactants needed to synthesize it. The reactants are: [I:1][C:2]1[CH:3]=[C:4]([CH:8]=[CH:9][C:10]=1[CH3:11])[C:5]([OH:7])=O.[N:12]1[CH:17]=[CH:16][CH:15]=[CH:14][C:13]=1[C:18]1([NH2:21])[CH2:20][CH2:19]1.CCN=C=NCCCN(C)C.Cl.C1C=CC2N(O)N=NC=2C=1.CCN(C(C)C)C(C)C.